Dataset: Experimentally validated miRNA-target interactions with 360,000+ pairs, plus equal number of negative samples. Task: Binary Classification. Given a miRNA mature sequence and a target amino acid sequence, predict their likelihood of interaction. (1) The miRNA is hsa-miR-4800-5p with sequence AGUGGACCGAGGAAGGAAGGA. The protein sequence of the target gene is MPVSASLACKNYDYDYDSIQPYFYFDNDDEDFYHHQQGQTQPSAPSEDIWKKFELLPTPPLSPSRRQSLSTAEQLEMVSEFLGDDVVSQSFICDDADYSQSFIKSIIIQDCMWSGFSAAAKLEKVVSERLASLHAERKELMSDSNSNRLNASYLQDLSTSASECIDPSVVFPYPLTECGKAGKVASPQPMLVLDTPPNSSSSSGSDSEDEEEEDEEEEEEEEEEEEEEEEEEIDVVTVEKRQKRHETDASESRYPSPLVLKRCHVSTHQHNYAAHPSTRHDQPAVKRLRLEASNNHSINS.... Result: 0 (no interaction). (2) The miRNA is mmu-miR-24-2-5p with sequence GUGCCUACUGAGCUGAAACAGU. The protein sequence of the target gene is MSGRSGKKKMSKLSRSARAGVIFPVGRLMRYLKKGTFKYRISVGAPVYMAAVIEYLAAEILELAGNAARDNKKARIAPRHILLAVANDEELNQLLKGVTIASGGVLPRIHPELLAKKRGTKGKSETILSPPPEKRGRKATSGKKGGKKSKAAKPRTSKKSKPKDSDKEGTSNSTSEDGPGDGFTILSSKSLVLGQKLSLTQSDISHIGSMRVEGIVHPTTAEIDLKEDIGKALEKAGGKEFLETVKELRKSQGPLEVAEAAVSQSSGLAAKFVIHCHIPQWGSDKCEEQLEETIKNCLSA.... Result: 0 (no interaction). (3) The miRNA is hsa-miR-6879-3p with sequence UGUCACCCGCUCCUUGCCCAG. The protein sequence of the target gene is MAANSSVVSVAAAATAVPGVSTVADFSDLQEIKKQLLLIAGLTRERGLLHSSKWSAELAFSLPALPLSELQPPPPLTEEDAQDVDAYTLAKAYFDVKEYDRAAHFLHGCNSKKAYFLYMYSRYLSGEKKKDDETVDSLGPLEKGQVKNEALRELRVELSRKHQARGLDGFGLYLYGVVLRKLDLVKEAIDVFVEATHVLPLHWGAWLELCNLITDKEMLKFLSLPDTWMKEFFLAHIYTELQLIEEALQKYQHLIDVGFSKSSYIVSQIAVAYHNIRDIDKALSIFNELRKQDPYRIENM.... Result: 0 (no interaction).